Predict the reaction yield, written as a fraction of the theoretical maximum amount of product (1.0 means a 100% yield; for example, 0.34 means a 34% yield). From a dataset of Reaction yield outcomes from USPTO patents with 853,638 reactions. (1) The reactants are [O:1]=[C:2]1[CH:19]=[C:18]([CH:20]2[CH2:25][CH2:24][N:23](C(OC(C)(C)C)=O)[CH2:22][CH2:21]2)[N:5]2[N:6]=[C:7]3[C:12]([C:11]([C:13]4[S:14][CH:15]=[CH:16][CH:17]=4)=[CH:10][CH:9]=[CH:8]3)=[C:4]2[NH:3]1.[ClH:33]. The catalyst is O1CCOCC1. The product is [ClH:33].[NH:23]1[CH2:24][CH2:25][CH:20]([C:18]2[N:5]3[N:6]=[C:7]4[C:12]([C:11]([C:13]5[S:14][CH:15]=[CH:16][CH:17]=5)=[CH:10][CH:9]=[CH:8]4)=[C:4]3[NH:3][C:2](=[O:1])[CH:19]=2)[CH2:21][CH2:22]1. The yield is 0.980. (2) The catalyst is C1COCC1.CO. The product is [OH:28][NH:27][C:23]([C:21]1[CH:20]=[CH:19][C:6]2[CH2:7][N:8]([C:9]3[CH:14]=[CH:13][CH:12]=[C:11]([C:15]([F:18])([F:17])[F:16])[CH:10]=3)[C@@H:2]([CH3:1])[CH2:3][O:4][C:5]=2[CH:22]=1)=[O:25]. The reactants are [CH3:1][C@@H:2]1[N:8]([C:9]2[CH:14]=[CH:13][CH:12]=[C:11]([C:15]([F:18])([F:17])[F:16])[CH:10]=2)[CH2:7][C:6]2[CH:19]=[CH:20][C:21]([C:23]([O:25]C)=O)=[CH:22][C:5]=2[O:4][CH2:3]1.[NH2:27][OH:28].[OH-].[Na+]. The yield is 0.0364.